This data is from NCI-60 drug combinations with 297,098 pairs across 59 cell lines. The task is: Regression. Given two drug SMILES strings and cell line genomic features, predict the synergy score measuring deviation from expected non-interaction effect. (1) Drug 1: CC1C(C(CC(O1)OC2CC(CC3=C2C(=C4C(=C3O)C(=O)C5=C(C4=O)C(=CC=C5)OC)O)(C(=O)C)O)N)O.Cl. Drug 2: CC(C)NC(=O)C1=CC=C(C=C1)CNNC.Cl. Cell line: NCIH23. Synergy scores: CSS=26.8, Synergy_ZIP=1.24, Synergy_Bliss=0.650, Synergy_Loewe=-17.7, Synergy_HSA=0.478. (2) Drug 1: CCCCCOC(=O)NC1=NC(=O)N(C=C1F)C2C(C(C(O2)C)O)O. Drug 2: CC=C1C(=O)NC(C(=O)OC2CC(=O)NC(C(=O)NC(CSSCCC=C2)C(=O)N1)C(C)C)C(C)C. Cell line: U251. Synergy scores: CSS=43.7, Synergy_ZIP=0.674, Synergy_Bliss=0.861, Synergy_Loewe=-53.8, Synergy_HSA=-1.28. (3) Drug 1: C1=C(C(=O)NC(=O)N1)N(CCCl)CCCl. Drug 2: CN1C2=C(C=C(C=C2)N(CCCl)CCCl)N=C1CCCC(=O)O.Cl. Cell line: HOP-92. Synergy scores: CSS=42.6, Synergy_ZIP=5.24, Synergy_Bliss=5.88, Synergy_Loewe=-1.23, Synergy_HSA=8.07. (4) Drug 1: CC12CCC3C(C1CCC2=O)CC(=C)C4=CC(=O)C=CC34C. Drug 2: COCCOC1=C(C=C2C(=C1)C(=NC=N2)NC3=CC=CC(=C3)C#C)OCCOC.Cl. Cell line: TK-10. Synergy scores: CSS=54.0, Synergy_ZIP=2.86, Synergy_Bliss=2.66, Synergy_Loewe=-7.93, Synergy_HSA=4.12. (5) Drug 1: CCC(=C(C1=CC=CC=C1)C2=CC=C(C=C2)OCCN(C)C)C3=CC=CC=C3.C(C(=O)O)C(CC(=O)O)(C(=O)O)O. Drug 2: CN(C(=O)NC(C=O)C(C(C(CO)O)O)O)N=O. Cell line: HS 578T. Synergy scores: CSS=7.67, Synergy_ZIP=0.257, Synergy_Bliss=4.73, Synergy_Loewe=2.51, Synergy_HSA=2.78. (6) Drug 1: C1CCC(CC1)NC(=O)N(CCCl)N=O. Drug 2: CC1C(C(CC(O1)OC2CC(OC(C2O)C)OC3=CC4=CC5=C(C(=O)C(C(C5)C(C(=O)C(C(C)O)O)OC)OC6CC(C(C(O6)C)O)OC7CC(C(C(O7)C)O)OC8CC(C(C(O8)C)O)(C)O)C(=C4C(=C3C)O)O)O)O. Cell line: K-562. Synergy scores: CSS=25.4, Synergy_ZIP=2.06, Synergy_Bliss=3.21, Synergy_Loewe=1.98, Synergy_HSA=2.55.